Dataset: Forward reaction prediction with 1.9M reactions from USPTO patents (1976-2016). Task: Predict the product of the given reaction. (1) Given the reactants [CH2:1]([CH:3]1[C:12]2[C:8](=[CH:9][N:10](CC3C=CC(OC)=CC=3)[N:11]=2)[C:7]2[N:22]=[C:23]([NH:25][C:26]3[N:31]=[C:30]([CH3:32])[CH:29]=[CH:28][N:27]=3)[S:24][C:6]=2[CH2:5][O:4]1)[CH3:2], predict the reaction product. The product is: [CH2:1]([CH:3]1[C:12]2[C:8](=[CH:9][NH:10][N:11]=2)[C:7]2[N:22]=[C:23]([NH:25][C:26]3[N:31]=[C:30]([CH3:32])[CH:29]=[CH:28][N:27]=3)[S:24][C:6]=2[CH2:5][O:4]1)[CH3:2]. (2) The product is: [C:1]([C:3]1[C:4]([C:26]2[CH:25]=[CH:24][C:23]([Cl:22])=[CH:28][C:27]=2[Cl:29])=[C:5]([C:16]([O:18][CH2:19][CH3:20])=[O:17])[S:6][C:7]=1[N:8]1[CH2:13][CH2:12][O:11][CH:10]([CH2:14][F:15])[CH2:9]1)#[N:2]. Given the reactants [C:1]([C:3]1[C:4](I)=[C:5]([C:16]([O:18][CH2:19][CH3:20])=[O:17])[S:6][C:7]=1[N:8]1[CH2:13][CH2:12][O:11][CH:10]([CH2:14][F:15])[CH2:9]1)#[N:2].[Cl:22][C:23]1[CH:28]=[C:27]([Cl:29])[CH:26]=[CH:25][C:24]=1B(O)O.C(=O)([O-])[O-].[Na+].[Na+].O.COCCOC, predict the reaction product. (3) Given the reactants [F:1][C:2]([F:20])([F:19])[S:3]([O:6][C:7]1[C:12]2[CH:13]=[C:14]([CH2:16][CH2:17][OH:18])[O:15][C:11]=2[CH:10]=[CH:9][CH:8]=1)(=[O:5])=[O:4].[CH3:21][S:22](Cl)(=[O:24])=[O:23].C(N(CC)CC)C, predict the reaction product. The product is: [F:20][C:2]([F:1])([F:19])[S:3]([O:6][C:7]1[C:12]2[CH:13]=[C:14]([CH2:16][CH2:17][O:18][S:22]([CH3:21])(=[O:24])=[O:23])[O:15][C:11]=2[CH:10]=[CH:9][CH:8]=1)(=[O:4])=[O:5]. (4) The product is: [C:1](/[CH:3]=[CH:4]/[C:5]1[CH:6]=[C:7]([CH:8]=[CH:9][CH:10]=1)[CH:11]=[O:12])#[N:2]. Given the reactants [C:1]([CH:3]=[CH:4][C:5]1[CH:6]=[C:7]([CH:11]2OCC[O:12]2)[CH:8]=[CH:9][CH:10]=1)#[N:2].Cl, predict the reaction product. (5) The product is: [CH2:1]([N:3]([CH:4]([CH3:13])[C:5](=[O:6])[C:7]1[CH:12]=[CH:11][CH:10]=[CH:9][CH:8]=1)[S:20]([C:18]1[N:17]=[CH:16][N:15]([CH3:14])[CH:19]=1)(=[O:22])=[O:21])[CH3:2]. Given the reactants [CH2:1]([NH:3][CH:4]([CH3:13])[C:5]([C:7]1[CH:12]=[CH:11][CH:10]=[CH:9][CH:8]=1)=[O:6])[CH3:2].[CH3:14][N:15]1[CH:19]=[C:18]([S:20](Cl)(=[O:22])=[O:21])[N:17]=[CH:16]1.CCN(CC)CC, predict the reaction product. (6) Given the reactants Cl[C:2]1[C:7]([CH:8]=[O:9])=[C:6]([Cl:10])[N:5]=[C:4]([S:11][CH3:12])[N:3]=1.[Cl:13][C:14]1[CH:20]=[CH:19][CH:18]=[CH:17][C:15]=1[NH2:16], predict the reaction product. The product is: [Cl:10][C:6]1[C:7]([CH:8]=[O:9])=[C:2]([NH:16][C:15]2[CH:17]=[CH:18][CH:19]=[CH:20][C:14]=2[Cl:13])[N:3]=[C:4]([S:11][CH3:12])[N:5]=1. (7) Given the reactants [Br:1][C:2]1[CH:3]=[C:4]2[C:9](=[CH:10][CH:11]=1)[N:8]([CH3:12])[C:7](=[O:13])[C:6]([C:14]([O:16]CC)=O)=[C:5]2[OH:19].[C:20]([NH:33][NH2:34])(=[O:32])[CH2:21][CH2:22][CH2:23][CH2:24][CH2:25][CH2:26][CH2:27][CH2:28][CH2:29][CH2:30][CH3:31], predict the reaction product. The product is: [Br:1][C:2]1[CH:3]=[C:4]2[C:9](=[CH:10][CH:11]=1)[N:8]([CH3:12])[C:7](=[O:13])[C:6]([C:14]([NH:34][NH:33][C:20](=[O:32])[CH2:21][CH2:22][CH2:23][CH2:24][CH2:25][CH2:26][CH2:27][CH2:28][CH2:29][CH2:30][CH3:31])=[O:16])=[C:5]2[OH:19].